Dataset: Reaction yield outcomes from USPTO patents with 853,638 reactions. Task: Predict the reaction yield, written as a fraction of the theoretical maximum amount of product (1.0 means a 100% yield; for example, 0.34 means a 34% yield). The reactants are B1(B2O[C:13]([CH3:16])([CH3:15])[C:12]([CH3:18])([CH3:17])O2)O[C:13]([CH3:16])([CH3:15])[C:12]([CH3:18])([CH3:17])O1.O(C)[Li].[CH2:22](Cl)Cl.Br[C:26](=[C:28](C)C)[CH3:27]. The catalyst is CO.C1C=CC(P(C2C=CC=CC=2)[C-]2C=CC=C2)=CC=1.C1C=CC(P(C2C=CC=CC=2)[C-]2C=CC=C2)=CC=1.Cl[Pd]Cl.[Fe+2]. The product is [CH3:27][C:26](=[C:16]([CH3:22])[C:13]([CH3:15])=[C:12]([CH3:17])[CH3:18])[CH3:28]. The yield is 0.0300.